This data is from Forward reaction prediction with 1.9M reactions from USPTO patents (1976-2016). The task is: Predict the product of the given reaction. (1) Given the reactants [Cl:1][C:2]1[N:7]=[C:6](SC)[N:5]2[N:10]=[C:11]([CH2:13][CH3:14])[N:12]=[C:4]2[CH:3]=1.[OH-:15].[K+], predict the reaction product. The product is: [Cl:1][C:2]1[N:7]=[C:6]([OH:15])[N:5]2[N:10]=[C:11]([CH2:13][CH3:14])[N:12]=[C:4]2[CH:3]=1. (2) Given the reactants [CH3:1][C:2]1[C:10]2[C:5](=[CH:6][CH:7]=[CH:8][C:9]=2[NH:11][C:12]([C:14]2[N:18]3[CH:19]=[CH:20][C:21]([CH2:23][CH:24]=O)=[CH:22][C:17]3=[N:16][CH:15]=2)=[O:13])[N:4]([CH2:26][C:27]2[CH:32]=[CH:31][CH:30]=[C:29]([CH3:33])[N:28]=2)[N:3]=1.[CH3:34][NH:35][CH3:36].C(O[BH-](OC(=O)C)OC(=O)C)(=O)C.[Na+], predict the reaction product. The product is: [CH3:34][N:35]([CH3:36])[CH2:24][CH2:23][C:21]1[CH:20]=[CH:19][N:18]2[C:14]([C:12]([NH:11][C:9]3[CH:8]=[CH:7][CH:6]=[C:5]4[C:10]=3[C:2]([CH3:1])=[N:3][N:4]4[CH2:26][C:27]3[CH:32]=[CH:31][CH:30]=[C:29]([CH3:33])[N:28]=3)=[O:13])=[CH:15][N:16]=[C:17]2[CH:22]=1. (3) Given the reactants [C:1]1([C:7]2[CH:8]=[C:9]([CH:14]=[CH:15][N:16]=2)[C:10]([O:12][CH3:13])=[O:11])[CH:6]=[CH:5][CH:4]=[CH:3][CH:2]=1.[ClH:17], predict the reaction product. The product is: [ClH:17].[CH:1]1([CH:7]2[CH2:8][CH:9]([C:10]([O:12][CH3:13])=[O:11])[CH2:14][CH2:15][NH:16]2)[CH2:2][CH2:3][CH2:4][CH2:5][CH2:6]1. (4) Given the reactants O=[C:2]1[C:7]([C:8]([O:10][CH3:11])=[O:9])=[CH:6][CH:5]=[CH:4][O:3]1.[F:12][C:13]1[CH:19]=[CH:18][C:16]([NH2:17])=[CH:15][CH:14]=1, predict the reaction product. The product is: [F:12][C:13]1[CH:19]=[CH:18][C:16]([N:17]2[CH:4]=[CH:5][CH:6]=[C:7]([C:8]([O:10][CH3:11])=[O:9])[C:2]2=[O:3])=[CH:15][CH:14]=1. (5) Given the reactants [NH:1]1[CH2:5][CH2:4][CH2:3][C:2]1=[O:6].Br[C:8]1[N:13]=[CH:12][C:11]([C:14]([N:16]2[CH2:21][CH2:20][N:19]([C:22]3[CH:27]=[CH:26][C:25]([CH3:28])=[CH:24][C:23]=3[CH3:29])[CH2:18][CH2:17]2)=[O:15])=[CH:10][CH:9]=1, predict the reaction product. The product is: [CH3:29][C:23]1[CH:24]=[C:25]([CH3:28])[CH:26]=[CH:27][C:22]=1[N:19]1[CH2:18][CH2:17][N:16]([C:14]([C:11]2[CH:10]=[CH:9][C:8]([N:1]3[CH2:5][CH2:4][CH2:3][C:2]3=[O:6])=[N:13][CH:12]=2)=[O:15])[CH2:21][CH2:20]1. (6) Given the reactants N(C(C)C)C(C)C.[Li]CCCC.CCCCCC.[Cl:19][C:20]1[CH:25]=[C:24]([Cl:26])[CH:23]=[CH:22][C:21]=1[CH2:27][C:28]([O:30][CH3:31])=[O:29].I[CH2:33][CH2:34][CH2:35][C:36]([O:38][CH2:39][CH3:40])=[O:37], predict the reaction product. The product is: [CH3:31][O:30][C:28](=[O:29])[CH:27]([C:21]1[CH:22]=[CH:23][C:24]([Cl:26])=[CH:25][C:20]=1[Cl:19])[CH2:33][CH2:34][CH2:35][C:36]([O:38][CH2:39][CH3:40])=[O:37]. (7) The product is: [Cl:14][C:11]1[CH:10]=[CH:9][C:8]([CH2:7][C:6]([CH3:16])([NH2:5])[CH3:15])=[CH:13][CH:12]=1. Given the reactants ClCC([NH:5][C:6]([CH3:16])([CH3:15])[CH2:7][C:8]1[CH:13]=[CH:12][C:11]([Cl:14])=[CH:10][CH:9]=1)=O.Cl.C(=O)(O)[O-].[Na+], predict the reaction product. (8) Given the reactants [F:1][C:2]([F:26])([F:25])[O:3][C:4]1[CH:9]=[CH:8][C:7]([N:10]2[CH:14]=[N:13][C:12]([C:15]3[CH:20]=[CH:19][C:18]([CH2:21][CH2:22][CH2:23][NH2:24])=[CH:17][CH:16]=3)=[N:11]2)=[CH:6][CH:5]=1.[CH3:27][C:28]1[CH:33]=[CH:32][CH:31]=[CH:30][C:29]=1[N:34]=[C:35]=[O:36].C(N(CC)CC)C, predict the reaction product. The product is: [C:28]1([CH3:27])[CH:33]=[CH:32][CH:31]=[CH:30][C:29]=1[NH:34][C:35]([NH:24][CH2:23][CH2:22][CH2:21][C:18]1[CH:19]=[CH:20][C:15]([C:12]2[N:13]=[CH:14][N:10]([C:7]3[CH:6]=[CH:5][C:4]([O:3][C:2]([F:1])([F:25])[F:26])=[CH:9][CH:8]=3)[N:11]=2)=[CH:16][CH:17]=1)=[O:36]. (9) Given the reactants C(=O)([O-])[O-].[Cs+].[Cs+].Cl[C:8]([F:18])([F:17])C(C1C=CC=CC=1)=O.[OH:19][C:20]1[CH:21]=[CH:22][C:23]([C:26]([O:28][CH3:29])=[O:27])=[N:24][CH:25]=1.[Cl-].[NH4+], predict the reaction product. The product is: [F:17][CH:8]([F:18])[O:19][C:20]1[CH:21]=[CH:22][C:23]([C:26]([O:28][CH3:29])=[O:27])=[N:24][CH:25]=1. (10) Given the reactants [Cl:1][C:2]1[C:10]2[C:5](=[CH:6][N:7]=[C:8]([CH:11]=[O:12])[CH:9]=2)[O:4][CH:3]=1.Cl([O-])=[O:14].[Na+].OP([O-])(O)=O.[K+], predict the reaction product. The product is: [Cl:1][C:2]1[C:10]2[C:5](=[CH:6][N:7]=[C:8]([C:11]([OH:14])=[O:12])[CH:9]=2)[O:4][CH:3]=1.